From a dataset of Catalyst prediction with 721,799 reactions and 888 catalyst types from USPTO. Predict which catalyst facilitates the given reaction. (1) Reactant: C1(P(C2CCCCC2)C2C=CC=CC=2C2C(C(C)C)=CC(C(C)C)=CC=2C(C)C)CCCCC1.[O:35]1[CH2:40][CH2:39][N:38]([C:41]2[CH:42]=[C:43]([NH2:47])[CH:44]=[N:45][CH:46]=2)[CH2:37][CH2:36]1.Cl[C:49]1[C:58]2[C:53](=[CH:54][C:55]([F:60])=[CH:56][C:57]=2[F:59])[N:52]=[C:51]([C:61]2[CH:62]=[CH:63][C:64]([N:67]([CH3:69])[CH3:68])=[N:65][CH:66]=2)[C:50]=1[CH3:70].CC(C)([O-])C.[Na+]. The catalyst class is: 101. Product: [CH3:69][N:67]([CH3:68])[C:64]1[N:65]=[CH:66][C:61]([C:51]2[C:50]([CH3:70])=[C:49]([NH:47][C:43]3[CH:44]=[N:45][CH:46]=[C:41]([N:38]4[CH2:39][CH2:40][O:35][CH2:36][CH2:37]4)[CH:42]=3)[C:58]3[C:53](=[CH:54][C:55]([F:60])=[CH:56][C:57]=3[F:59])[N:52]=2)=[CH:62][CH:63]=1. (2) Reactant: [CH2:1]([NH:8][C:9]([C:11]1[S:15][C:14]([N:16]2[CH:20](O)[CH2:19][N:18]([CH2:22][C:23]3[CH:28]=[CH:27][C:26]([F:29])=[CH:25][CH:24]=3)[C:17]2=[O:30])=[N:13][C:12]=1[CH3:31])=[O:10])[C:2]1[CH:7]=[CH:6][CH:5]=[CH:4][CH:3]=1.FC(F)(F)C(O)=O. Product: [CH2:1]([NH:8][C:9]([C:11]1[S:15][C:14]([N:16]2[CH:20]=[CH:19][N:18]([CH2:22][C:23]3[CH:24]=[CH:25][C:26]([F:29])=[CH:27][CH:28]=3)[C:17]2=[O:30])=[N:13][C:12]=1[CH3:31])=[O:10])[C:2]1[CH:7]=[CH:6][CH:5]=[CH:4][CH:3]=1. The catalyst class is: 22. (3) Reactant: [CH2:1]([O:8][C:9]([NH:11][C:12]12[CH2:19][CH2:18][C:15]([C:20]([OH:22])=O)([CH2:16][CH2:17]1)[CH2:14][CH2:13]2)=[O:10])[C:2]1[CH:7]=[CH:6][CH:5]=[CH:4][CH:3]=1.O[N:24]1C2C=CC=CC=2N=N1.Cl.C(N=C=NCCCN(C)C)C.N. Product: [CH2:1]([O:8][C:9]([NH:11][C:12]12[CH2:19][CH2:18][C:15]([C:20]([NH2:24])=[O:22])([CH2:16][CH2:17]1)[CH2:14][CH2:13]2)=[O:10])[C:2]1[CH:7]=[CH:6][CH:5]=[CH:4][CH:3]=1. The catalyst class is: 10. (4) Reactant: [Br:1][C:2]1[C:7]([O:8]COC)=[CH:6][N:5]=[C:4]([CH3:12])[CH:3]=1.Cl. Product: [Br:1][C:2]1[CH:3]=[C:4]([CH3:12])[N:5]=[CH:6][C:7]=1[OH:8]. The catalyst class is: 5. (5) Reactant: [NH2:1][C:2]1[C:7]([C:8]([O:10][CH3:11])=[O:9])=[N:6][CH:5]=[CH:4][N:3]=1.[F:12][C:13]1[CH:20]=[CH:19][C:16]([CH:17]=O)=[CH:15][CH:14]=1. Product: [F:12][C:13]1[CH:20]=[CH:19][C:16]([CH:17]=[N:1][C:2]2[C:7]([C:8]([O:10][CH3:11])=[O:9])=[N:6][CH:5]=[CH:4][N:3]=2)=[CH:15][CH:14]=1. The catalyst class is: 14. (6) Reactant: C([O:3][C:4](=[O:23])[C:5]([CH3:22])([O:14][C:15]1[CH:16]=[C:17]([CH3:21])[CH:18]=[CH:19][CH:20]=1)[CH2:6][C:7]1[CH:12]=[CH:11][C:10](O)=[CH:9][CH:8]=1)C.[CH3:24][C:25]1[O:29][C:28]([C:30]2[CH:35]=[CH:34][CH:33]=[CH:32][CH:31]=2)=[N:27][C:26]=1[CH2:36][CH2:37][O:38]S(C1C=CC(C)=CC=1)(=O)=O.C([O-])([O-])=O.[K+].[K+].[OH-].[Na+]. Product: [CH3:22][C:5]([O:14][C:15]1[CH:16]=[C:17]([CH3:21])[CH:18]=[CH:19][CH:20]=1)([CH2:6][C:7]1[CH:12]=[CH:11][C:10]([O:38][CH2:37][CH2:36][C:26]2[N:27]=[C:28]([C:30]3[CH:31]=[CH:32][CH:33]=[CH:34][CH:35]=3)[O:29][C:25]=2[CH3:24])=[CH:9][CH:8]=1)[C:4]([OH:23])=[O:3]. The catalyst class is: 8.